From a dataset of Full USPTO retrosynthesis dataset with 1.9M reactions from patents (1976-2016). Predict the reactants needed to synthesize the given product. (1) Given the product [F:67][C:64]1[CH:63]=[CH:62][C:61]([CH2:60][CH2:59][N:39]2[CH2:38][CH:37]([OH:68])[N:41]([C:42]3[S:43][C:44]([C:48]([NH:50][CH2:51][C:52]4[CH:53]=[N:54][CH:55]=[CH:56][CH:57]=4)=[O:49])=[C:45]([CH3:47])[N:46]=3)[C:40]2=[O:58])=[CH:66][CH:65]=1, predict the reactants needed to synthesize it. The reactants are: C(NC(C1SC(NC(N(CC(OC)OC)CC2C=CC(F)=CC=2)=O)=NC=1C)=O)C1C=CC=CC=1.CO[CH:37]([O:68]C)[CH2:38][N:39]([CH2:59][CH2:60][C:61]1[CH:66]=[CH:65][C:64]([F:67])=[CH:63][CH:62]=1)[C:40](=[O:58])[NH:41][C:42]1[S:43][C:44]([C:48]([NH:50][CH2:51][C:52]2[CH:53]=[N:54][CH:55]=[CH:56][CH:57]=2)=[O:49])=[C:45]([CH3:47])[N:46]=1. (2) Given the product [CH2:1]([C:6]1[S:7][C:8]2[C:17]3[CH:16]=[CH:15][CH:14]=[CH:13][C:12]=3[N:11]=[C:10]([NH2:18])[C:9]=2[N:25]=1)[CH2:2][CH2:3][CH2:4][CH3:5], predict the reactants needed to synthesize it. The reactants are: [CH2:1]([C:6]1[S:7][C:8]2[C:17]3[CH:16]=[CH:15][CH:14]=[CH:13][C:12]=3[N:11]=[C:10]([NH:18]C(=O)C(Cl)(Cl)Cl)[C:9]=2[N:25]=1)[CH2:2][CH2:3][CH2:4][CH3:5].N.ClCCl. (3) Given the product [F:28][C:29]([F:40])([F:39])[C:30]([N:9]1[CH2:8][CH:7]([C:13]2[CH:18]=[CH:17][C:16]([O:19][CH3:20])=[CH:15][CH:14]=2)[C:6]2[C:11](=[CH:12][C:3]([O:2][CH3:1])=[CH:4][CH:5]=2)[CH2:10]1)=[O:31], predict the reactants needed to synthesize it. The reactants are: [CH3:1][O:2][C:3]1[CH:12]=[C:11]2[C:6]([CH:7]([C:13]3[CH:18]=[CH:17][C:16]([O:19][CH3:20])=[CH:15][CH:14]=3)[CH2:8][NH:9][CH2:10]2)=[CH:5][CH:4]=1.CCN(CC)CC.[F:28][C:29]([F:40])([F:39])[C:30](O[C:30](=[O:31])[C:29]([F:40])([F:39])[F:28])=[O:31].C([O-])(O)=O.[Na+]. (4) The reactants are: [Cl:1][C:2]1[CH:3]=[C:4]([CH:19]=[CH:20][C:21]=1[Cl:22])[O:5][C:6]1[N:11]=[C:10]([CH:12]([CH3:14])[CH3:13])[C:9]([NH2:15])=[C:8]([CH:16]([CH3:18])[CH3:17])[CH:7]=1.[CH3:23][N:24]([CH:26]=O)[CH3:25]. Given the product [Cl:1][C:2]1[CH:3]=[C:4]([CH:19]=[CH:20][C:21]=1[Cl:22])[O:5][C:6]1[N:11]=[C:10]([CH:12]([CH3:13])[CH3:14])[C:9]([N:15]=[CH:23][N:24]([CH3:26])[CH3:25])=[C:8]([CH:16]([CH3:17])[CH3:18])[CH:7]=1, predict the reactants needed to synthesize it. (5) Given the product [C:1]([C:5]1[S:9]/[C:8](=[N:10]\[C:11](=[O:21])[C:12]2[CH:17]=[C:16]([Cl:18])[CH:15]=[CH:14][C:13]=2[O:19][CH3:20])/[N:7]([CH2:33][C@H:34]2[CH2:38][O:37][C:36](=[O:39])[NH:35]2)[CH:6]=1)([CH3:4])([CH3:2])[CH3:3], predict the reactants needed to synthesize it. The reactants are: [C:1]([C:5]1[S:9][C:8]([NH:10][C:11](=[O:21])[C:12]2[CH:17]=[C:16]([Cl:18])[CH:15]=[CH:14][C:13]=2[O:19][CH3:20])=[N:7][CH:6]=1)([CH3:4])([CH3:3])[CH3:2].CC1C=CC(S(O[CH2:33][C@@H:34]2[CH2:38][O:37][C:36](=[O:39])[NH:35]2)(=O)=O)=CC=1.C(=O)([O-])[O-].[K+].[K+]. (6) Given the product [ClH:23].[CH:16]1([NH:15][C:14]([CH:11]2[CH2:10][CH2:9][NH:8][CH2:13][CH2:12]2)=[O:22])[CH2:17][CH2:18][CH2:19][CH2:20][CH2:21]1, predict the reactants needed to synthesize it. The reactants are: C(OC([N:8]1[CH2:13][CH2:12][CH:11]([C:14](=[O:22])[NH:15][CH:16]2[CH2:21][CH2:20][CH2:19][CH2:18][CH2:17]2)[CH2:10][CH2:9]1)=O)(C)(C)C.[ClH:23]. (7) The reactants are: [Br:1][C:2]1[CH:3]=[N:4][CH:5]=[C:6]([Br:8])[CH:7]=1.ClC1C=CC=C(C(OO)=[O:17])C=1. Given the product [Br:1][C:2]1[CH:3]=[N+:4]([O-:17])[CH:5]=[C:6]([Br:8])[CH:7]=1, predict the reactants needed to synthesize it. (8) Given the product [Cl:19][C:11]1[CH:12]=[C:13]([CH:17]=[CH:18][C:10]=1[NH:9][C:2]1[CH:7]=[N:6][CH:5]=[C:4]([Cl:8])[N:3]=1)[C:14]([OH:16])=[O:15], predict the reactants needed to synthesize it. The reactants are: Cl[C:2]1[CH:7]=[N:6][CH:5]=[C:4]([Cl:8])[N:3]=1.[NH2:9][C:10]1[CH:18]=[CH:17][C:13]([C:14]([OH:16])=[O:15])=[CH:12][C:11]=1[Cl:19].CC([O-])(C)C.[Na+].CC1(C)C2C(=C(P(C3C=CC=CC=3)C3C=CC=CC=3)C=CC=2)OC2C(P(C3C=CC=CC=3)C3C=CC=CC=3)=CC=CC1=2. (9) Given the product [N:58]1([CH2:62][C:63]2[S:71][C:70]3[CH2:69][CH2:68][N:67]([C:20](=[O:21])[CH2:19][O:18][CH2:17][CH2:16][N:12]([CH:13]4[CH2:14][CH2:15]4)[S:9]([C:3]4[C:4]([CH3:8])=[CH:5][CH:6]=[CH:7][C:2]=4[Cl:1])(=[O:11])=[O:10])[CH2:66][C:65]=3[CH:64]=2)[CH2:61][CH2:60][CH2:59]1, predict the reactants needed to synthesize it. The reactants are: [Cl:1][C:2]1[CH:7]=[CH:6][CH:5]=[C:4]([CH3:8])[C:3]=1[S:9]([N:12]([CH2:16][CH2:17][O:18][CH2:19][C:20](O)=[O:21])[CH:13]1[CH2:15][CH2:14]1)(=[O:11])=[O:10].F[B-](F)(F)F.N1(OC(N(C)C)=[N+](C)C)C2C=CC=CC=2N=N1.O.ON1C2C=CC=CC=2N=N1.Cl.Cl.[N:58]1([CH2:62][C:63]2[S:71][C:70]3[CH2:69][CH2:68][NH:67][CH2:66][C:65]=3[CH:64]=2)[CH2:61][CH2:60][CH2:59]1.C(N(C(C)C)C(C)C)C.